This data is from Reaction yield outcomes from USPTO patents with 853,638 reactions. The task is: Predict the reaction yield, written as a fraction of the theoretical maximum amount of product (1.0 means a 100% yield; for example, 0.34 means a 34% yield). (1) The reactants are FC(F)(F)S(OC1CCC(C([O:15][C:16]([CH3:19])([CH3:18])[CH3:17])=O)CC=1)(=O)=O.[CH3:22][Si:23]([C:26]#[CH:27])([CH3:25])[CH3:24].CC[N:30]([CH2:33][CH3:34])[CH2:31]C.[CH2:35]1[CH2:39]O[CH2:37][CH2:36]1.CC[O:42]C(C)=O. The catalyst is [Cu]I.C1C=CC([P]([Pd]([P](C2C=CC=CC=2)(C2C=CC=CC=2)C2C=CC=CC=2)([P](C2C=CC=CC=2)(C2C=CC=CC=2)C2C=CC=CC=2)[P](C2C=CC=CC=2)(C2C=CC=CC=2)C2C=CC=CC=2)(C2C=CC=CC=2)C2C=CC=CC=2)=CC=1. The product is [CH3:22][Si:23]([CH3:25])([CH3:24])[C:26]#[C:27][C:35]1[CH2:39][CH2:34][CH:33]([NH:30][C:31](=[O:42])[O:15][C:16]([CH3:19])([CH3:18])[CH3:17])[CH2:37][CH:36]=1. The yield is 0.810. (2) The reactants are [CH2:1]([N:3]1[C:7]([CH:8]=[O:9])=[C:6]([CH3:10])[N:5]=[CH:4]1)[CH3:2].[BH4-].[Na+].O. The catalyst is CO. The product is [CH2:1]([N:3]1[C:7]([CH2:8][OH:9])=[C:6]([CH3:10])[N:5]=[CH:4]1)[CH3:2]. The yield is 0.930. (3) The reactants are [NH2:1][C:2]1[N:7]=[C:6]([C:8]([F:11])([F:10])[F:9])[CH:5]=[CH:4][N:3]=1.[Br:12]N1C(=O)CCC1=O. The catalyst is CC#N. The product is [Br:12][C:5]1[C:6]([C:8]([F:11])([F:9])[F:10])=[N:7][C:2]([NH2:1])=[N:3][CH:4]=1. The yield is 0.850. (4) The reactants are Cl[C:2]1[N:7]=[C:6]([C:8]2[C:9]([C:13]3[CH:18]=[CH:17][C:16]([F:19])=[CH:15][CH:14]=3)=[N:10][NH:11][CH:12]=2)[CH:5]=[CH:4][N:3]=1. The catalyst is C(N)C1C=CC=CC=1. The product is [F:19][C:16]1[CH:17]=[CH:18][C:13]([C:9]2[C:8]([C:6]3[CH:5]=[CH:4][N:3]=[C:2]([NH:10][CH2:9][C:13]4[CH:18]=[CH:17][CH:16]=[CH:15][CH:14]=4)[N:7]=3)=[CH:12][NH:11][N:10]=2)=[CH:14][CH:15]=1. The yield is 0.950. (5) The reactants are [NH2:1][C:2]1[C:3]([F:16])=[C:4]([NH:9][S:10]([CH2:13][CH2:14][CH3:15])(=[O:12])=[O:11])[CH:5]=[CH:6][C:7]=1[F:8].[N:17]1[C:26]2[C:21](=[CH:22][CH:23]=[CH:24][CH:25]=2)[CH:20]=[C:19]([CH:27]=O)[CH:18]=1.FC(F)(F)C(O)=O.C([SiH](CC)CC)C. The catalyst is C(#N)C. The product is [F:16][C:3]1[C:2]([NH:1][CH2:27][C:19]2[CH:18]=[N:17][C:26]3[C:21]([CH:20]=2)=[CH:22][CH:23]=[CH:24][CH:25]=3)=[C:7]([F:8])[CH:6]=[CH:5][C:4]=1[NH:9][S:10]([CH2:13][CH2:14][CH3:15])(=[O:12])=[O:11]. The yield is 0.290.